Dataset: Reaction yield outcomes from USPTO patents with 853,638 reactions. Task: Predict the reaction yield, written as a fraction of the theoretical maximum amount of product (1.0 means a 100% yield; for example, 0.34 means a 34% yield). (1) The product is [F:18][C:19]1[CH:27]=[CH:26][C:22]([C:23]([NH:1][CH:2]([C:4]2[N:5]([CH3:17])[C:6](=[O:16])[CH:7]=[C:8]([C:10]3[CH:15]=[CH:14][N:13]=[CH:12][N:11]=3)[N:9]=2)[CH3:3])=[O:24])=[C:21]([O:28][CH3:29])[CH:20]=1. The reactants are [NH2:1][CH:2]([C:4]1[N:5]([CH3:17])[C:6](=[O:16])[CH:7]=[C:8]([C:10]2[CH:15]=[CH:14][N:13]=[CH:12][N:11]=2)[N:9]=1)[CH3:3].[F:18][C:19]1[CH:27]=[CH:26][C:22]([C:23](O)=[O:24])=[C:21]([O:28][CH3:29])[CH:20]=1.P(C#N)(=O)(OCC)OCC.C(N(CC)CC)C. The catalyst is CN(C)C=O.O. The yield is 0.660. (2) The reactants are [Br:1][C:2]1[CH:7]=[CH:6][C:5]([CH2:8][C:9]([NH2:11])=[O:10])=[C:4]([F:12])[CH:3]=1.[Br:13]N1C(=O)CCC1=O.N(C(C)(C)C#N)=NC(C)(C)C#N. The catalyst is C(Cl)(Cl)(Cl)Cl. The product is [Br:13][CH:8]([C:5]1[CH:6]=[CH:7][C:2]([Br:1])=[CH:3][C:4]=1[F:12])[C:9]([NH2:11])=[O:10]. The yield is 0.380. (3) The reactants are Br[C:2]1[CH:3]=[C:4]([CH:9]=[CH:10][C:11]=1[O:12][CH3:13])[CH2:5][N:6]([CH3:8])[CH3:7].[Li]CCCC.CN([CH:22]=[O:23])C. The catalyst is C1COCC1. The product is [CH3:7][N:6]([CH2:5][C:4]1[CH:9]=[CH:10][C:11]([O:12][CH3:13])=[C:2]([CH:3]=1)[CH:22]=[O:23])[CH3:8]. The yield is 0.350. (4) The reactants are [N:1]1[CH:6]=[CH:5][C:4]([C:7]2[NH:34][C:10]3[N:11]=[CH:12][N:13]=[C:14]([C:15]4[CH:16]=[C:17]([NH:21][C:22](=[O:33])[C:23]5[CH:28]=[CH:27][CH:26]=[C:25]([C:29]([F:32])([F:31])[F:30])[CH:24]=5)[CH:18]=[CH:19][CH:20]=4)[C:9]=3[CH:8]=2)=[CH:3][CH:2]=1.[H-].[Na+].Cl.Cl[CH2:39][CH2:40][N:41]1[CH2:45][CH2:44][CH2:43][CH2:42]1.C(=O)(O)[O-].[Na+]. The catalyst is CN(C=O)C. The product is [N:1]1[CH:2]=[CH:3][C:4]([C:7]2[N:34]([CH2:39][CH2:40][N:41]3[CH2:45][CH2:44][CH2:43][CH2:42]3)[C:10]3[N:11]=[CH:12][N:13]=[C:14]([C:15]4[CH:16]=[C:17]([NH:21][C:22](=[O:33])[C:23]5[CH:28]=[CH:27][CH:26]=[C:25]([C:29]([F:31])([F:30])[F:32])[CH:24]=5)[CH:18]=[CH:19][CH:20]=4)[C:9]=3[CH:8]=2)=[CH:5][CH:6]=1. The yield is 0.170.